From a dataset of Catalyst prediction with 721,799 reactions and 888 catalyst types from USPTO. Predict which catalyst facilitates the given reaction. (1) Reactant: [C:1]1([CH2:7][C:8]([O:10][CH2:11][CH3:12])=[O:9])[CH:6]=[CH:5][CH:4]=[CH:3][CH:2]=1.[Al+3].[Cl-].[Cl-].[Cl-].[C:17](Cl)(=[O:19])[CH3:18].Cl. Product: [C:17]([C:4]1[CH:5]=[CH:6][C:1]([CH2:7][C:8]([O:10][CH2:11][CH3:12])=[O:9])=[CH:2][CH:3]=1)(=[O:19])[CH3:18]. The catalyst class is: 534. (2) Reactant: [NH2:1][C:2]1[CH:10]=[CH:9][C:5]([CH2:6][C:7]#[N:8])=[CH:4][CH:3]=1.C(N(CC)C(C)C)(C)C.[CH:20]([C:22]1[CH:30]=[CH:29][C:25]([C:26](Cl)=[O:27])=[CH:24][CH:23]=1)=[O:21]. Product: [C:7]([CH2:6][C:5]1[CH:9]=[CH:10][C:2]([NH:1][C:26](=[O:27])[C:25]2[CH:29]=[CH:30][C:22]([CH:20]=[O:21])=[CH:23][CH:24]=2)=[CH:3][CH:4]=1)#[N:8]. The catalyst class is: 277. (3) Reactant: [C:1]([O:5][C:6]([N:8]1[CH2:13][CH2:12][N:11]([C:14]2[CH:19]=[CH:18][CH:17]=[CH:16][C:15]=2[C:20]2[CH2:25][CH2:24][C:23]([CH2:28][CH3:29])([CH2:26][CH3:27])[CH2:22][CH:21]=2)[CH2:10][CH2:9]1)=[O:7])([CH3:4])([CH3:3])[CH3:2].O1CCCC1CO. Product: [C:1]([O:5][C:6]([N:8]1[CH2:9][CH2:10][N:11]([C:14]2[CH:19]=[CH:18][CH:17]=[CH:16][C:15]=2[CH:20]2[CH2:25][CH2:24][C:23]([CH2:28][CH3:29])([CH2:26][CH3:27])[CH2:22][CH2:21]2)[CH2:12][CH2:13]1)=[O:7])([CH3:4])([CH3:3])[CH3:2]. The catalyst class is: 5. (4) Reactant: C1[C@H](N)[C@@H](O[C@H]2O[C@H](CO)[C@@H](O)[C@H](O)[C@H]2N)[C@H]([O:20][C@@H:21]2[O:25][C@H:24](CO)[C@@H:23](O[C@H]3O[C@@H](CN)[C@@H](O)[C@H](O)[C@H]3N)[C@H:22]2[OH:40])[C@@H](O)[C@@H]1N.OS(O)(=O)=O.[CH2:48]([O:55][C:56]([NH:58][C:59]([N:71]1C=CC=N1)=[N:60][C:61]([O:63][CH2:64][C:65]1[CH:70]=[CH:69][CH:68]=[CH:67][CH:66]=1)=[O:62])=[O:57])[C:49]1[CH:54]=[CH:53][CH:52]=[CH:51][CH:50]=1.CCN(C(C)C)C(C)C. Product: [C:56]([N:58]([CH2:24][CH2:23][C@H:22]([OH:40])[C:21]([OH:25])=[O:20])[C:59]([NH2:71])=[N:60][C:61]([O:63][CH2:64][C:65]1[CH:66]=[CH:67][CH:68]=[CH:69][CH:70]=1)=[O:62])([O:55][CH2:48][C:49]1[CH:50]=[CH:51][CH:52]=[CH:53][CH:54]=1)=[O:57]. The catalyst class is: 3. (5) Reactant: C(Cl)(=O)C(Cl)=O.CS(C)=O.[C:11]([O:15][C:16](=[O:30])[N:17]([CH2:23][C:24]1[CH:29]=[CH:28][CH:27]=[CH:26][CH:25]=1)[CH2:18][CH2:19][CH2:20][CH2:21][OH:22])([CH3:14])([CH3:13])[CH3:12]. Product: [CH2:23]([N:17]([C:16]([O:15][C:11]([CH3:14])([CH3:13])[CH3:12])=[O:30])[CH2:18][CH2:19][CH2:20][CH:21]=[O:22])[C:24]1[CH:29]=[CH:28][CH:27]=[CH:26][CH:25]=1. The catalyst class is: 4. (6) Reactant: [NH:1]1[CH2:7][CH2:6][CH2:5][CH:4]([N:8]2[CH:12]=[C:11]([CH2:13][NH:14][C:15]3[CH:16]=[C:17]4[C:22](=[C:23]([Cl:25])[CH:24]=3)[N:21]=[CH:20][C:19]([C:26]#[N:27])=[C:18]4[NH:28][C:29]3[CH:34]=[CH:33][C:32]([F:35])=[C:31]([Cl:36])[CH:30]=3)[N:10]=[N:9]2)[CH2:3][CH2:2]1.Cl[CH:38](Cl)C.C=O.C(O[BH-](OC(=O)C)OC(=O)C)(=O)C.[Na+]. Product: [Cl:25][C:23]1[CH:24]=[C:15]([NH:14][CH2:13][C:11]2[N:10]=[N:9][N:8]([CH:4]3[CH2:5][CH2:6][CH2:7][N:1]([CH3:38])[CH2:2][CH2:3]3)[CH:12]=2)[CH:16]=[C:17]2[C:22]=1[N:21]=[CH:20][C:19]([C:26]#[N:27])=[C:18]2[NH:28][C:29]1[CH:34]=[CH:33][C:32]([F:35])=[C:31]([Cl:36])[CH:30]=1. The catalyst class is: 15.